From a dataset of Catalyst prediction with 721,799 reactions and 888 catalyst types from USPTO. Predict which catalyst facilitates the given reaction. (1) Reactant: [Cl:1][C:2]1[CH:7]=[CH:6][C:5]([C:8]2[NH:9][C:10]3[N:11]([N:15]=[CH:16][C:17]=3[C:18](/[N:20]=[C:21](/[N:23](C)C)\[CH3:22])=[O:19])[C:12](=[O:14])[CH:13]=2)=[CH:4][CH:3]=1.NO.Cl.CC(O)=O.[OH-].[Na+]. Product: [Cl:1][C:2]1[CH:7]=[CH:6][C:5]([C:8]2[NH:9][C:10]3[N:11]([N:15]=[CH:16][C:17]=3[C:18]3[O:19][N:23]=[C:21]([CH3:22])[N:20]=3)[C:12](=[O:14])[CH:13]=2)=[CH:4][CH:3]=1. The catalyst class is: 12. (2) Product: [CH3:1][C:2]1[C:3]([C:16]2[CH:21]=[CH:20][CH:19]=[CH:18][CH:17]=2)=[N:4][C:5]2[C:10]([N:11]=1)=[CH:9][C:8]([C:12]([OH:14])=[O:13])=[CH:7][CH:6]=2. The catalyst class is: 38. Reactant: [CH3:1][C:2]1[C:3]([C:16]2[CH:21]=[CH:20][CH:19]=[CH:18][CH:17]=2)=[N:4][C:5]2[C:10]([N:11]=1)=[CH:9][C:8]([C:12]([O:14]C)=[O:13])=[CH:7][CH:6]=2.[Li+].[OH-].